Predict which catalyst facilitates the given reaction. From a dataset of Catalyst prediction with 721,799 reactions and 888 catalyst types from USPTO. (1) Reactant: [CH3:1][C:2]1([CH3:20])[CH2:7][CH2:6][CH2:5][C:4]([CH3:9])([CH3:8])[N:3]1[O:10][CH2:11][C:12]1[CH:13]=[C:14]([CH2:18][OH:19])[CH:15]=[N:16][CH:17]=1.O[N:22]1[C:30](=[O:31])[C:29]2[C:24](=[CH:25][CH:26]=[CH:27][CH:28]=2)[C:23]1=[O:32].C1(P(C2C=CC=CC=2)C2C=CC=CC=2)C=CC=CC=1.N(C(OC(C)C)=O)=NC(OC(C)C)=O. Product: [CH3:9][C:4]1([CH3:8])[CH2:5][CH2:6][CH2:7][C:2]([CH3:20])([CH3:1])[N:3]1[O:10][CH2:11][C:12]1[CH:13]=[C:14]([CH2:18][O:19][N:22]2[C:30](=[O:31])[C:29]3[C:24](=[CH:25][CH:26]=[CH:27][CH:28]=3)[C:23]2=[O:32])[CH:15]=[N:16][CH:17]=1. The catalyst class is: 1. (2) Reactant: [O:1]=[C:2]([C:9]1[CH:14]=[CH:13][CH:12]=[CH:11][CH:10]=1)[CH2:3][C:4]([O:6][CH2:7][CH3:8])=[O:5].[CH2:15](O)[CH2:16][OH:17].C1(C)C=CC(S(O)(=O)=O)=CC=1.C(=O)(O)[O-].[Na+]. Product: [C:9]1([C:2]2([CH2:3][C:4]([O:6][CH2:7][CH3:8])=[O:5])[O:17][CH2:16][CH2:15][O:1]2)[CH:14]=[CH:13][CH:12]=[CH:11][CH:10]=1. The catalyst class is: 11. (3) Reactant: [Cl:1][C:2]1[C:9]([O:10][C:11]2[C:16]([Cl:17])=[CH:15][CH:14]=[C:13]([CH3:18])[C:12]=2[F:19])=[CH:8][C:7]([Cl:20])=[CH:6][C:3]=1[C:4]#[N:5].C1C(=O)N([Br:28])C(=O)C1. Product: [Br:28][CH2:18][C:13]1[C:12]([F:19])=[C:11]([O:10][C:9]2[C:2]([Cl:1])=[C:3]([CH:6]=[C:7]([Cl:20])[CH:8]=2)[C:4]#[N:5])[C:16]([Cl:17])=[CH:15][CH:14]=1. The catalyst class is: 53.